Dataset: Forward reaction prediction with 1.9M reactions from USPTO patents (1976-2016). Task: Predict the product of the given reaction. (1) Given the reactants [F:1][C:2]1[CH:30]=[CH:29][CH:28]=[CH:27][C:3]=1[CH2:4][N:5]1[C:9]2=[N:10][CH:11]=[CH:12][CH:13]=[C:8]2[C:7]([C:14]2[N:15]=[C:16](I)[C:17]3[C:22]([CH3:24])([CH3:23])[C:21](=[O:25])[NH:20][C:18]=3[N:19]=2)=[N:6]1.[NH:31]1[CH:35]=[CH:34][C:33]([CH:36]([OH:38])[CH3:37])=[N:32]1.C(=O)([O-])[O-].[Cs+].[Cs+].OC1C=CC=CC=1C=NO, predict the reaction product. The product is: [F:1][C:2]1[CH:30]=[CH:29][CH:28]=[CH:27][C:3]=1[CH2:4][N:5]1[C:9]2=[N:10][CH:11]=[CH:12][CH:13]=[C:8]2[C:7]([C:14]2[N:15]=[C:16]([N:31]3[CH:35]=[CH:34][C:33]([CH:36]([OH:38])[CH3:37])=[N:32]3)[C:17]3[C:22]([CH3:24])([CH3:23])[C:21](=[O:25])[NH:20][C:18]=3[N:19]=2)=[N:6]1. (2) Given the reactants [N+:1]([C:4]1[CH:22]=[CH:21][C:7]([CH2:8][C@@H:9]([C:18]([OH:20])=[O:19])[NH:10][C:11]([O:13][C:14]([CH3:17])([CH3:16])[CH3:15])=[O:12])=[CH:6][CH:5]=1)([O-:3])=[O:2].[C:23](=O)([O-])[O-].[Na+].[Na+].CI, predict the reaction product. The product is: [CH3:23][O:19][C:18](=[O:20])[C@H:9]([CH2:8][C:7]1[CH:21]=[CH:22][C:4]([N+:1]([O-:3])=[O:2])=[CH:5][CH:6]=1)[NH:10][C:11]([O:13][C:14]([CH3:17])([CH3:16])[CH3:15])=[O:12]. (3) Given the reactants [Cl:1][C:2]1[CH:3]=[C:4]2[C:9](=[CH:10][CH:11]=1)[N:8]=[C:7]([O:12][CH3:13])[C:6]([NH:14][C:15](=[O:19])OCC)=[N:5]2.[CH3:20][O:21][C:22]1[CH:23]=[C:24]([N:28]2[CH2:33][CH2:32][NH:31][CH2:30][CH2:29]2)[CH:25]=[CH:26][CH:27]=1, predict the reaction product. The product is: [Cl:1][C:2]1[CH:3]=[C:4]2[C:9](=[CH:10][CH:11]=1)[N:8]=[C:7]([O:12][CH3:13])[C:6]([NH:14][C:15]([N:31]1[CH2:30][CH2:29][N:28]([C:24]3[CH:25]=[CH:26][CH:27]=[C:22]([O:21][CH3:20])[CH:23]=3)[CH2:33][CH2:32]1)=[O:19])=[N:5]2. (4) Given the reactants CN(C=O)C.[CH3:6][O:7][C:8]1[CH:9]=[C:10]([CH:18]=[CH:19][C:20]=1[N:21]1[CH:25]=[C:24]([CH3:26])[N:23]=[CH:22]1)/[CH:11]=[C:12]1/[C:13](=[O:17])[NH:14][CH2:15][CH2:16]/1.C[Si]([N-][Si](C)(C)C)(C)C.[Li+].[F:37][C:38]1[CH:39]=[C:40]([CH:43]=[CH:44][C:45]=1[F:46])[CH2:41]Br, predict the reaction product. The product is: [F:37][C:38]1[CH:39]=[C:40]([CH:43]=[CH:44][C:45]=1[F:46])[CH2:41][N:14]1[CH2:15][CH2:16]/[C:12](=[CH:11]\[C:10]2[CH:18]=[CH:19][C:20]([N:21]3[CH:25]=[C:24]([CH3:26])[N:23]=[CH:22]3)=[C:8]([O:7][CH3:6])[CH:9]=2)/[C:13]1=[O:17]. (5) Given the reactants [F:1][C:2]1[CH:3]=[C:4]2[C:8](=[CH:9][CH:10]=1)[NH:7][CH:6]=[CH:5]2.[N:11]1[CH:16]=[CH:15][C:14]([CH:17]=[O:18])=[CH:13][CH:12]=1.[OH-].[Na+], predict the reaction product. The product is: [F:1][C:2]1[CH:3]=[C:4]2[C:8](=[CH:9][CH:10]=1)[NH:7][CH:6]=[C:5]2[CH:17]([C:14]1[CH:15]=[CH:16][N:11]=[CH:12][CH:13]=1)[OH:18]. (6) Given the reactants [Cl:1][C:2]1[CH:14]=[CH:13][C:5]([CH2:6][NH:7][C:8]([CH:10]2[CH2:12][CH2:11]2)=[O:9])=[CH:4][C:3]=1[C:15]1[NH:19][C:18](=[O:20])[N:17]([C:21]2[CH:26]=[CH:25][C:24]([N+:27]([O-])=O)=[C:23]([O:30][CH3:31])[CH:22]=2)[N:16]=1.Cl, predict the reaction product. The product is: [NH2:27][C:24]1[CH:25]=[CH:26][C:21]([N:17]2[C:18](=[O:20])[NH:19][C:15]([C:3]3[CH:4]=[C:5]([CH:13]=[CH:14][C:2]=3[Cl:1])[CH2:6][NH:7][C:8]([CH:10]3[CH2:12][CH2:11]3)=[O:9])=[N:16]2)=[CH:22][C:23]=1[O:30][CH3:31]. (7) Given the reactants C([O:3][C:4](=[O:41])[C:5]([NH:7][C:8]1[C:9](=[O:40])[N:10]([CH2:33][C:34]2[CH:39]=[CH:38][CH:37]=[CH:36][CH:35]=2)[CH:11]=[C:12]([C:14]2[CH:19]=[CH:18][C:17]([C:20]3[C:25]4[O:26][C:27]5[CH:32]=[CH:31][CH:30]=[CH:29][C:28]=5[C:24]=4[CH:23]=[CH:22][CH:21]=3)=[CH:16][CH:15]=2)[CH:13]=1)=[O:6])C.[OH-].[Na+].Cl, predict the reaction product. The product is: [CH2:33]([N:10]1[CH:11]=[C:12]([C:14]2[CH:15]=[CH:16][C:17]([C:20]3[C:25]4[O:26][C:27]5[CH:32]=[CH:31][CH:30]=[CH:29][C:28]=5[C:24]=4[CH:23]=[CH:22][CH:21]=3)=[CH:18][CH:19]=2)[CH:13]=[C:8]([NH:7][C:5](=[O:6])[C:4]([OH:41])=[O:3])[C:9]1=[O:40])[C:34]1[CH:39]=[CH:38][CH:37]=[CH:36][CH:35]=1. (8) Given the reactants [CH3:1][C:2]([C:10]1[CH:15]=[CH:14][C:13]([OH:16])=[CH:12][CH:11]=1)([C:4]1[CH:9]=[CH:8][CH:7]=[CH:6][CH:5]=1)[CH3:3].[CH2:17]([CH:19]1[O:21][CH2:20]1)Cl, predict the reaction product. The product is: [CH3:3][C:2]([C:10]1[CH:11]=[CH:12][C:13]([O:16][CH2:17][CH:19]2[CH2:20][O:21]2)=[CH:14][CH:15]=1)([C:4]1[CH:9]=[CH:8][CH:7]=[CH:6][CH:5]=1)[CH3:1]. (9) Given the reactants [F:1][C:2]1[CH:14]=[CH:13][C:12]([C:15]2[C:16]([CH2:35][C:36]([O:38][CH3:39])=[O:37])=[CH:17][C:18]3[O:22][C:21]([C:23]4[CH:28]=[CH:27][C:26]([F:29])=[CH:25][CH:24]=4)=[C:20]([C:30](=[O:33])[NH:31][CH3:32])[C:19]=3[CH:34]=2)=[CH:11][C:3]=1[C:4]([O:6]C(C)(C)C)=[O:5].C(O)(C(F)(F)F)=O, predict the reaction product. The product is: [F:1][C:2]1[CH:14]=[CH:13][C:12]([C:15]2[C:16]([CH2:35][C:36]([O:38][CH3:39])=[O:37])=[CH:17][C:18]3[O:22][C:21]([C:23]4[CH:24]=[CH:25][C:26]([F:29])=[CH:27][CH:28]=4)=[C:20]([C:30](=[O:33])[NH:31][CH3:32])[C:19]=3[CH:34]=2)=[CH:11][C:3]=1[C:4]([OH:6])=[O:5]. (10) The product is: [F:10][Si-2:11]([F:16])([F:15])([F:14])([F:13])[F:12].[NH:1]1[C:5]2[CH:6]=[CH:7][CH:8]=[CH:9][C:4]=2[N:3]=[N:2]1. Given the reactants [NH:1]1[C:5]2[CH:6]=[CH:7][CH:8]=[CH:9][C:4]=2[N:3]=[N:2]1.[F:10][Si-2:11]([F:16])([F:15])([F:14])([F:13])[F:12].[H+].[H+], predict the reaction product.